The task is: Predict the reaction yield, written as a fraction of the theoretical maximum amount of product (1.0 means a 100% yield; for example, 0.34 means a 34% yield).. This data is from Reaction yield outcomes from USPTO patents with 853,638 reactions. (1) The reactants are [C:1]1([NH:7][C:8]2[C:13]([NH2:14])=[C:12]([C:15]3[CH:20]=[CH:19][CH:18]=[CH:17][CH:16]=3)[CH:11]=[CH:10][N:9]=2)[CH:6]=[CH:5][CH:4]=[CH:3][CH:2]=1.[CH2:21](OC=C(C#N)C#N)C. The catalyst is C(O)(C)C. The product is [C:1]1([N:7]2[C:8]3=[N:9][CH:10]=[CH:11][C:12]([C:15]4[CH:16]=[CH:17][CH:18]=[CH:19][CH:20]=4)=[C:13]3[N:14]=[CH:21]2)[CH:6]=[CH:5][CH:4]=[CH:3][CH:2]=1. The yield is 0.750. (2) The reactants are Cl.[NH2:2][CH2:3][C:4]([NH:6][CH:7]([C:14]1[CH:19]=[CH:18][C:17]([Cl:20])=[CH:16][CH:15]=1)[C:8]1[CH:13]=[CH:12][CH:11]=[CH:10][CH:9]=1)=[O:5].CCN(C(C)C)C(C)C.[CH2:30]([N:37]=[C:38]=[O:39])[C:31]1[CH:36]=[CH:35][CH:34]=[CH:33][CH:32]=1. The catalyst is O1CCOCC1. The product is [CH2:30]([NH:37][C:38](=[O:39])[NH:2][CH2:3][C:4]([NH:6][CH:7]([C:14]1[CH:19]=[CH:18][C:17]([Cl:20])=[CH:16][CH:15]=1)[C:8]1[CH:13]=[CH:12][CH:11]=[CH:10][CH:9]=1)=[O:5])[C:31]1[CH:36]=[CH:35][CH:34]=[CH:33][CH:32]=1. The yield is 0.930.